The task is: Predict the reactants needed to synthesize the given product.. This data is from Full USPTO retrosynthesis dataset with 1.9M reactions from patents (1976-2016). Given the product [Cl:1][C:2]1[C:3]([CH3:12])=[CH:4][C:5]([N+:9]([O-:11])=[O:10])=[C:6]([NH:8][CH:16]2[CH:17]([OH:18])[CH:19]([OH:20])[CH:21]([OH:22])[CH2:23][O:24]2)[CH:7]=1, predict the reactants needed to synthesize it. The reactants are: [Cl:1][C:2]1[C:3]([CH3:12])=[CH:4][C:5]([N+:9]([O-:11])=[O:10])=[C:6]([NH2:8])[CH:7]=1.[Cl-].[NH4+].O=[CH:16][C@@H:17]([C@@H:19]([C@@H:21]([CH2:23][OH:24])[OH:22])[OH:20])[OH:18].